This data is from Forward reaction prediction with 1.9M reactions from USPTO patents (1976-2016). The task is: Predict the product of the given reaction. (1) Given the reactants C[O:2][C:3]([C:5]1[CH:6]=[C:7]2[C:11](=[CH:12][CH:13]=1)[C:10](=[O:14])[N:9]([CH3:15])[CH2:8]2)=O.CC(C[AlH]CC(C)C)C, predict the reaction product. The product is: [OH:2][CH2:3][C:5]1[CH:6]=[C:7]2[C:11](=[CH:12][CH:13]=1)[C:10](=[O:14])[N:9]([CH3:15])[CH2:8]2. (2) Given the reactants [CH3:1][O:2][C:3]1[CH:4]=[C:5]([C:9]2([C:17]3[CH:22]=[CH:21][CH:20]=[CH:19][CH:18]=3)[CH2:13][CH:12]([CH3:14])[N:11]([CH3:15])[C:10]2=N)[CH:6]=[CH:7][CH:8]=1.Cl.N([O-])=[O:25].[Na+], predict the reaction product. The product is: [CH3:1][O:2][C:3]1[CH:4]=[C:5]([C:9]2([C:17]3[CH:22]=[CH:21][CH:20]=[CH:19][CH:18]=3)[CH2:13][CH:12]([CH3:14])[N:11]([CH3:15])[C:10]2=[O:25])[CH:6]=[CH:7][CH:8]=1. (3) Given the reactants Cl.[NH2:2][C@@H:3]1[C:10](=[O:11])[N:9]2[C@@H:4]1[S:5][CH2:6][C:7]([CH:24]=[CH:25][CH2:26][Cl:27])=[C:8]2[C:12]([O:14][CH2:15][C:16]1[CH:21]=[CH:20][C:19]([O:22][CH3:23])=[CH:18][CH:17]=1)=[O:13].[Cl:28][C:29]1[CH:34]=[C:33]([S:35][CH2:36][C:37](O)=[O:38])[CH:32]=[C:31]([Cl:40])[N:30]=1.N1C=CC=CC=1.P(Cl)(Cl)(OCl)=O, predict the reaction product. The product is: [Cl:27][CH2:26]/[CH:25]=[CH:24]\[C:7]1[CH2:6][S:5][C@H:4]2[N:9]([C:10](=[O:11])[C@H:3]2[NH:2][C:37](=[O:38])[CH2:36][S:35][C:33]2[CH:32]=[C:31]([Cl:40])[N:30]=[C:29]([Cl:28])[CH:34]=2)[C:8]=1[C:12]([O:14][CH2:15][C:16]1[CH:21]=[CH:20][C:19]([O:22][CH3:23])=[CH:18][CH:17]=1)=[O:13]. (4) Given the reactants [C:1]1(=[O:10])[C:9]2[C:4](=[CH:5][CH:6]=[CH:7][CH:8]=2)[CH2:3][NH:2]1.C(=O)([O-])[O-].[Cs+].[Cs+].[CH3:17][O:18][CH:19]([O:22][CH3:23])[CH2:20]Br, predict the reaction product. The product is: [CH3:17][O:18][CH:19]([O:22][CH3:23])[CH2:20][N:2]1[CH2:3][C:4]2[C:9](=[CH:8][CH:7]=[CH:6][CH:5]=2)[C:1]1=[O:10]. (5) Given the reactants [Cl:1][C:2]1[CH:3]=[CH:4][C:5]([O:15][CH2:16][C:17]2[C:22]([F:23])=[CH:21][CH:20]=[CH:19][C:18]=2[F:24])=[C:6]([C:8](=O)[CH2:9][CH2:10][C:11](=O)[CH3:12])[CH:7]=1.[NH2:25][C:26]1[CH:27]=[C:28]([C:36]([OH:38])=[O:37])[C:29]2[C:34]([CH:35]=1)=[CH:33][CH:32]=[CH:31][CH:30]=2.CC1C=CC(S(O)(=O)=O)=CC=1, predict the reaction product. The product is: [Cl:1][C:2]1[CH:3]=[CH:4][C:5]([O:15][CH2:16][C:17]2[C:22]([F:23])=[CH:21][CH:20]=[CH:19][C:18]=2[F:24])=[C:6]([C:8]2[N:25]([C:26]3[CH:27]=[C:28]([C:36]([OH:38])=[O:37])[C:29]4[C:34]([CH:35]=3)=[CH:33][CH:32]=[CH:31][CH:30]=4)[C:11]([CH3:12])=[CH:10][CH:9]=2)[CH:7]=1. (6) Given the reactants [NH2:1][C@H:2]1[CH2:7][CH2:6][CH2:5][N:4](C(OC(C)(C)C)=O)[CH2:3]1.[NH:15]1[C:23]2[C:18](=[CH:19][CH:20]=[CH:21][CH:22]=2)[CH:17]=[C:16]1[C:24](O)=[O:25].N, predict the reaction product. The product is: [NH:4]1[CH2:5][CH2:6][CH2:7][C@H:2]([NH:1][C:24]([C:16]2[NH:15][C:23]3[C:18]([CH:17]=2)=[CH:19][CH:20]=[CH:21][CH:22]=3)=[O:25])[CH2:3]1. (7) Given the reactants [CH3:1][O:2][C:3]1[C:8]([C:9]2[CH:14]=[CH:13][C:12]([O:15][C:16]3[CH:21]=[CH:20][N:19]=[C:18]([C:22]4[CH:23]=[N:24][N:25]([CH3:27])[CH:26]=4)[CH:17]=3)=[C:11]([CH3:28])[N:10]=2)=[CH:7][N:6]=[C:5](SC)[N:4]=1.C1C=C(Cl)C=C(C(OO)=O)C=1.[CH3:42][O:43][CH2:44][CH2:45][NH2:46], predict the reaction product. The product is: [CH3:1][O:2][C:3]1[C:8]([C:9]2[CH:14]=[CH:13][C:12]([O:15][C:16]3[CH:21]=[CH:20][N:19]=[C:18]([C:22]4[CH:23]=[N:24][N:25]([CH3:27])[CH:26]=4)[CH:17]=3)=[C:11]([CH3:28])[N:10]=2)=[CH:7][N:6]=[C:5]([NH:46][CH2:45][CH2:44][O:43][CH3:42])[N:4]=1. (8) Given the reactants [OH:1][C:2]1[CH:7]=[CH:6][C:5]([O:8][CH2:9][C:10]2[CH:15]=[CH:14][CH:13]=[CH:12][CH:11]=2)=[CH:4][C:3]=1[C:16](=[O:18])[CH3:17].[N+:19]([O-])([OH:21])=[O:20], predict the reaction product. The product is: [OH:1][C:2]1[C:7]([N+:19]([O-:21])=[O:20])=[CH:6][C:5]([O:8][CH2:9][C:10]2[CH:15]=[CH:14][CH:13]=[CH:12][CH:11]=2)=[CH:4][C:3]=1[C:16](=[O:18])[CH3:17].